This data is from Forward reaction prediction with 1.9M reactions from USPTO patents (1976-2016). The task is: Predict the product of the given reaction. (1) Given the reactants Cl[C:2]1[N:7]2[N:8]=[CH:9][C:10]([C:11]([O:13][CH2:14][CH3:15])=[O:12])=[C:6]2[N:5]=[CH:4][C:3]=1[C:16]([N:18]1[CH2:23][CH2:22][C:21]2([C:31]3[C:26](=[CH:27][CH:28]=[CH:29][CH:30]=3)[CH:25]=[CH:24]2)[CH2:20][CH2:19]1)=[O:17].[F:32][C:33]1[CH:39]=[CH:38][C:36]([NH2:37])=[C:35]([CH3:40])[CH:34]=1, predict the reaction product. The product is: [CH2:14]([O:13][C:11]([C:10]1[CH:9]=[N:8][N:7]2[C:2]([NH:37][C:36]3[CH:38]=[CH:39][C:33]([F:32])=[CH:34][C:35]=3[CH3:40])=[C:3]([C:16]([N:18]3[CH2:19][CH2:20][C:21]4([C:31]5[C:26](=[CH:27][CH:28]=[CH:29][CH:30]=5)[CH:25]=[CH:24]4)[CH2:22][CH2:23]3)=[O:17])[CH:4]=[N:5][C:6]=12)=[O:12])[CH3:15]. (2) Given the reactants [Cl:1][C:2]1[C:9]([N+:10]([O-])=O)=[CH:8][C:5]([C:6]#[N:7])=[CH:4][C:3]=1[N:13]1[CH2:18][CH2:17][N:16]([CH3:19])[CH2:15][C:14]1=[O:20].[Cl-].[NH4+].C(=O)(O)[O-].[Na+].CCOC(C)=O, predict the reaction product. The product is: [NH2:10][C:9]1[CH:8]=[C:5]([CH:4]=[C:3]([N:13]2[CH2:18][CH2:17][N:16]([CH3:19])[CH2:15][C:14]2=[O:20])[C:2]=1[Cl:1])[C:6]#[N:7].